This data is from Catalyst prediction with 721,799 reactions and 888 catalyst types from USPTO. The task is: Predict which catalyst facilitates the given reaction. (1) The catalyst class is: 213. Reactant: [N:1]1[CH:6]=[CH:5][CH:4]=[CH:3][C:2]=1[CH:7]([CH3:11])[C:8]([OH:10])=O.[Cl:12][C:13]1[CH:14]=[C:15]([N:19]2[C:23]([CH2:24][NH2:25])=[CH:22][C:21]([C:26]([F:29])([F:28])[F:27])=[N:20]2)[CH:16]=[CH:17][CH:18]=1.F[B-](F)(F)F.N1(OC(N(C)C)=[N+](C)C)C2C=CC=CC=2N=N1.C(N(C(C)C)C(C)C)C. Product: [Cl:12][C:13]1[CH:14]=[C:15]([N:19]2[C:23]([CH2:24][NH:25][C:8](=[O:10])[CH:7]([C:2]3[CH:3]=[CH:4][CH:5]=[CH:6][N:1]=3)[CH3:11])=[CH:22][C:21]([C:26]([F:27])([F:28])[F:29])=[N:20]2)[CH:16]=[CH:17][CH:18]=1. (2) Reactant: [CH3:1][O:2][C:3]1[C:8]([CH2:9][N:10]2[CH2:15][CH2:14][CH:13]([CH2:16][C:17](=[O:31])[C:18]3[CH:23]=[CH:22][CH:21]=[CH:20][C:19]=3[NH:24]C(=O)C(F)(F)F)[CH2:12][CH2:11]2)=[CH:7][CH:6]=[CH:5][N:4]=1.C(=O)([O-])[O-].[K+].[K+].CO. Product: [CH3:1][O:2][C:3]1[C:8]([CH2:9][N:10]2[CH2:15][CH2:14][CH:13]([CH2:16][C:17]([C:18]3[CH:23]=[CH:22][CH:21]=[CH:20][C:19]=3[NH2:24])=[O:31])[CH2:12][CH2:11]2)=[CH:7][CH:6]=[CH:5][N:4]=1. The catalyst class is: 6. (3) Reactant: [CH:1]1([N:6]2[C:15]3[N:14]=[C:13]([NH:16][C:17]4[CH:25]=[CH:24][C:20]([C:21](O)=[O:22])=[CH:19][C:18]=4[Cl:26])[N:12]=[CH:11][C:10]=3[N:9]3[CH:27]=[N:28][N:29]=[C:8]3[C@H:7]2[CH2:30][CH3:31])[CH2:5][CH2:4][CH2:3][CH2:2]1.C(C1NC=CN=1)([C:34]1[NH:35]C=CN=1)=O. Product: [CH:1]1([N:6]2[C:15]3[N:14]=[C:13]([NH:16][C:17]4[CH:25]=[CH:24][C:20]([C:21]([NH:35][CH3:34])=[O:22])=[CH:19][C:18]=4[Cl:26])[N:12]=[CH:11][C:10]=3[N:9]3[CH:27]=[N:28][N:29]=[C:8]3[C@H:7]2[CH2:30][CH3:31])[CH2:2][CH2:3][CH2:4][CH2:5]1. The catalyst class is: 3. (4) Reactant: O.O.[Sn](Cl)Cl.[N+:6]([C:9]1[CH:14]=[CH:13][C:12]([C:15]2[N:16]=[C:17]([N:27]3[CH2:32][CH2:31][O:30][CH2:29][CH2:28]3)[C:18]3[N:24]=[CH:23][C:22]([CH:25]=[CH2:26])=[CH:21][C:19]=3[N:20]=2)=[CH:11][CH:10]=1)([O-])=O. Product: [O:30]1[CH2:29][CH2:28][N:27]([C:17]2[C:18]3[N:24]=[CH:23][C:22]([CH:25]=[CH2:26])=[CH:21][C:19]=3[N:20]=[C:15]([C:12]3[CH:11]=[CH:10][C:9]([NH2:6])=[CH:14][CH:13]=3)[N:16]=2)[CH2:32][CH2:31]1. The catalyst class is: 8.